This data is from Forward reaction prediction with 1.9M reactions from USPTO patents (1976-2016). The task is: Predict the product of the given reaction. (1) The product is: [Br:23][C:2]1([C:6]2[Se:7][CH:8]=[CH:9][C:10]=2[C:11]2[Se:12][CH:13]=[CH:14][CH:15]=2)[CH2:3][CH:4]=[CH:5][Se:1]1. Given the reactants [Se:1]1[CH:5]=[CH:4][CH:3]=[C:2]1[C:6]1[Se:7][CH:8]=[CH:9][C:10]=1[C:11]1[Se:12][CH:13]=[CH:14][CH:15]=1.C1C(=O)N([Br:23])C(=O)C1, predict the reaction product. (2) Given the reactants CO[C:3](=[O:22])[C:4]1[CH:13]=[CH:12][C:7]([C:8]([O:10][CH3:11])=[O:9])=[CH:6][C:5]=1[O:14][C:15]1[CH:20]=[CH:19][CH:18]=[CH:17][C:16]=1[Cl:21].COC(=O)C1C=CC(C(OC)=O)=CC=1OC1C=CC=CC=1OC, predict the reaction product. The product is: [CH3:11][O:10][C:8]([C:7]1[CH:12]=[CH:13][C:4]2[C:3](=[O:22])[C:20]3[C:15]([O:14][C:5]=2[CH:6]=1)=[C:16]([Cl:21])[CH:17]=[CH:18][CH:19]=3)=[O:9]. (3) Given the reactants [CH2:1]([N:3]1[CH2:8][CH2:7][N:6]2[N:9]=[C:10]([N+:12]([O-])=O)[CH:11]=[C:5]2[CH2:4]1)[CH3:2], predict the reaction product. The product is: [CH2:1]([N:3]1[CH2:8][CH2:7][N:6]2[N:9]=[C:10]([NH2:12])[CH:11]=[C:5]2[CH2:4]1)[CH3:2].